This data is from Peptide-MHC class II binding affinity with 134,281 pairs from IEDB. The task is: Regression. Given a peptide amino acid sequence and an MHC pseudo amino acid sequence, predict their binding affinity value. This is MHC class II binding data. (1) The peptide sequence is LVDANGTLHDKKSMG. The MHC is DRB5_0101 with pseudo-sequence DRB5_0101. The binding affinity (normalized) is 0.00785. (2) The peptide sequence is ASRELERFALNPSLL. The MHC is DRB1_0301 with pseudo-sequence DRB1_0301. The binding affinity (normalized) is 0.183. (3) The peptide sequence is ETKFLTNKLLLFADI. The MHC is DRB1_0101 with pseudo-sequence DRB1_0101. The binding affinity (normalized) is 0.668. (4) The peptide sequence is PEMPALYEKKLALYL. The MHC is DRB1_0301 with pseudo-sequence DRB1_0301. The binding affinity (normalized) is 0.637. (5) The peptide sequence is IKEKGKDKWIALKES. The MHC is DRB1_0405 with pseudo-sequence DRB1_0405. The binding affinity (normalized) is 0.279. (6) The peptide sequence is CILAWILVRIINVRS. The MHC is HLA-DQA10301-DQB10302 with pseudo-sequence HLA-DQA10301-DQB10302. The binding affinity (normalized) is 0.0321. (7) The peptide sequence is EKKYFAATQFQPLAA. The MHC is HLA-DQA10501-DQB10201 with pseudo-sequence HLA-DQA10501-DQB10201. The binding affinity (normalized) is 0.365.